This data is from Reaction yield outcomes from USPTO patents with 853,638 reactions. The task is: Predict the reaction yield, written as a fraction of the theoretical maximum amount of product (1.0 means a 100% yield; for example, 0.34 means a 34% yield). (1) The reactants are [CH:1]([C:3]1[CH:4]=[C:5]([CH:10]=[CH:11][C:12]=1[O:13][CH:14]([CH3:16])[CH3:15])[C:6]([O:8][CH3:9])=[O:7])=[O:2].[Li+].[BH4-]. The catalyst is O1CCCC1. The product is [OH:2][CH2:1][C:3]1[CH:4]=[C:5]([CH:10]=[CH:11][C:12]=1[O:13][CH:14]([CH3:16])[CH3:15])[C:6]([O:8][CH3:9])=[O:7]. The yield is 0.990. (2) The reactants are [F:1][C:2]([F:17])([F:16])[C:3]1[CH:8]=[CH:7][C:6]([C:9]2[CH:14]=[CH:13][N+:12]([O-])=[CH:11][CH:10]=2)=[CH:5][CH:4]=1.C(OC(=O)C)(=[O:20])C. No catalyst specified. The product is [F:1][C:2]([F:17])([F:16])[C:3]1[CH:8]=[CH:7][C:6]([C:9]2[CH:14]=[CH:13][NH:12][C:11](=[O:20])[CH:10]=2)=[CH:5][CH:4]=1. The yield is 0.660.